Task: Binary Classification. Given a miRNA mature sequence and a target amino acid sequence, predict their likelihood of interaction.. Dataset: Experimentally validated miRNA-target interactions with 360,000+ pairs, plus equal number of negative samples (1) The miRNA is mmu-miR-1961 with sequence UGAGGUAGUAGUUAGAA. The protein sequence of the target gene is MEMQDLTSPHSRLSGSSESPSGPKLDSSHINSTSMTPNGTEVKTEPMSSSEIASTAADGSLDSFSGSALGSSSFSPRPAHPFSPPQIYPSKSYPHILPTPSSQTMAAYGQTQFTTGMQQATAYATYPQPGQPYGISSYGALWAGIKTESGLSQSQSPGQTGFLSYGTSFGTPQPGQAPYSYQMQGSSFTTSSGLYSGNNSLTNSSGFNSSQQDYPSYPGFGQGQYAQYYNSSPYPAHYMTSSNTSPTTPSTNATYQLQEPPSGVTSQAVTDPTAEYSTIHSPSTPIKETDSERLRRGSDG.... Result: 0 (no interaction). (2) The miRNA is hsa-miR-4446-5p with sequence AUUUCCCUGCCAUUCCCUUGGC. The protein sequence of the target gene is MSWKRNYFSGSRGSVQGMFAPRSSMSIAPSKGLSNEPGQNSCFLNSALQVLWHLDIFRRSFRQLTTHKCMGDSCIFCALKGIFNQFQCSSEKVLPSDTLRSALAKTFQDEQRFQLGIMDDAAECFENLLMRIHFHIADETKEDICTAQHCISHQKFAMTLFEQCVCSSCGATSDPLPFIQMVHYISTTALCNQAICMLEKREKPSPSMFGELLQNASTMGDLRNCPSNCGERIRIRRVLMNAPQIITIGLVWDSEHSDLAEDVIHSLGTCLKLGDLFFRVTDDRAKQSELYLVGMICYYG.... Result: 0 (no interaction). (3) The miRNA is hsa-miR-4300 with sequence UGGGAGCUGGACUACUUC. The protein sequence of the target gene is MTERPPSEAARSDPQLEGQDAAEARMAPPHLVLLNGVAKETSRAAPAEPPVIELGARSGAGGGPASGGGAARDLKGRDAVAAEARLRVPTTELCRPPGPAPAPAPASAPAELPGDGRMVQLSPPALAAPAGPGRALLYSLSQPLASLGSGFFGEPDAFPMFTNNNRVKRRPSPYEMEISDGPHTKVVRRIFTNSRERWRQQNVNGAFAELRKLIPTHPPDKKLSKNEILRLAMKYINFLAKLLNDQEEEGTQRAKPGKDPVVGAGGGGAGGGIPPEDLLQDVLSPNSSCGSSLDGAASPD.... Result: 0 (no interaction). (4) The protein sequence of the target gene is MNSMDRHIQQTNDRLQCIKQHLQNPANFHNAATELLDWCGDPRAFQRPFEQSLMGCLTVVSRVAAQQGFDLDLGYRLLAVCAANRDKFTPKSAALLSSWCEELGRLLLLRHQKSRQNDPPGKLPMQPPLSSMSSMKPTLSHSDGSFPYDSVPWQQNTNQPPGSLSVVTTVWGVTNTSQSQVLGNPMANANNPMNPGGNPMASGMSTSNPGINSPQFAGQQQQFSTKAGPAQPYIQPNMYGRPGYPGSGGFGASYPGGPSAPAGMGIPPHTRPPADFTQPAAAAAAAAVAAAAATATATAT.... The miRNA is hsa-miR-20a-5p with sequence UAAAGUGCUUAUAGUGCAGGUAG. Result: 0 (no interaction). (5) The miRNA is hsa-miR-8061 with sequence CUUAGAUUAGAGGAUAUUGUU. The protein sequence of the target gene is MTDDQDCAAELEKVDSSSEDGVDAKPDRSSIISSILLKKKRNASAGPVRTGRDRVPTYLYRMDFQKMGKCIIINNKNFDKATGMDVRNGTDKDAGALFKCFQNLGFEVTVHNDCSCAKMQDLLRKASEEDHSNSACFACVLLSHGEEDLIYGKDGVTPIKDLTAHFRGDRCKTLLEKPKLFFIQACRGTELDDGIQADSGPINDIDANPRNKIPVEADFLFAYSTVPGYYSWRNPGKGSWFVQALCSILNEHGKDLEIMQILTRVNDRVARHFESQSDDPRFNEKKQIPCMVSMLTKELY.... Result: 0 (no interaction).